Dataset: Catalyst prediction with 721,799 reactions and 888 catalyst types from USPTO. Task: Predict which catalyst facilitates the given reaction. (1) Reactant: [CH2:1]([C:3]1[N:4]=[C:5]([CH2:8][CH2:9][C:10]2[CH:15]=[CH:14][N:13]=[C:12]([NH2:16])[CH:11]=2)[S:6][CH:7]=1)[CH3:2].[C:17](OC1C=CC(Cl)=C(Cl)C=1Cl)(=[O:22])[CH2:18][C:19]([O-])=[O:20]. Product: [CH2:1]([C:3]1[N:4]=[C:5]([CH2:8][CH2:9][C:10]2[CH:15]=[CH:14][N:13]3[C:19](=[O:20])[CH:18]=[C:17]([OH:22])[N:16]=[C:12]3[CH:11]=2)[S:6][CH:7]=1)[CH3:2]. The catalyst class is: 113. (2) Reactant: [NH2:1][C:2]1[CH:14]=[C:13]2[C:5]([C:6]3[CH:7]=[C:8]([C:22]4[C:23]([CH3:28])=[N:24][O:25][C:26]=4[CH3:27])[CH:9]=[C:10]([C:19]([NH2:21])=[O:20])[C:11]=3[N:12]2[CH2:15][CH:16]2[CH2:18][CH2:17]2)=[CH:4][CH:3]=1.N1C=CC=CC=1.[C:35](Cl)(=[O:37])[CH3:36]. Product: [C:35]([NH:1][C:2]1[CH:14]=[C:13]2[C:5]([C:6]3[CH:7]=[C:8]([C:22]4[C:23]([CH3:28])=[N:24][O:25][C:26]=4[CH3:27])[CH:9]=[C:10]([C:19]([NH2:21])=[O:20])[C:11]=3[N:12]2[CH2:15][CH:16]2[CH2:18][CH2:17]2)=[CH:4][CH:3]=1)(=[O:37])[CH3:36]. The catalyst class is: 143. (3) Reactant: [F:1][C:2]([F:15])([F:14])[CH2:3][O:4][C:5]1[CH:13]=[CH:12][C:8]([C:9]([OH:11])=O)=[CH:7][N:6]=1.[F:16][C:17]([F:28])([F:27])[O:18][C:19]1[CH:26]=[CH:25][CH:24]=[CH:23][C:20]=1[CH2:21][NH2:22].ON1C2C=CC=CC=2N=N1.Cl.C(N=C=NCCCN(C)C)C.C(N(C(C)C)CC)(C)C. Product: [F:14][C:2]([F:1])([F:15])[CH2:3][O:4][C:5]1[CH:13]=[CH:12][C:8]([C:9]([NH:22][CH2:21][C:20]2[CH:23]=[CH:24][CH:25]=[CH:26][C:19]=2[O:18][C:17]([F:16])([F:27])[F:28])=[O:11])=[CH:7][N:6]=1. The catalyst class is: 3.